This data is from Forward reaction prediction with 1.9M reactions from USPTO patents (1976-2016). The task is: Predict the product of the given reaction. (1) Given the reactants [CH3:1][S:2]([NH:5][CH2:6][C:7]1[CH:8]=[C:9]2[C:13](=[CH:14][CH:15]=1)[C:12](=[O:16])[N:11]([CH2:17][C:18]([O:20]C(C)(C)C)=[O:19])[C:10]2=[O:25])(=[O:4])=[O:3].C(O)(C(F)(F)F)=O, predict the reaction product. The product is: [CH3:1][S:2]([NH:5][CH2:6][C:7]1[CH:8]=[C:9]2[C:13](=[CH:14][CH:15]=1)[C:12](=[O:16])[N:11]([CH2:17][C:18]([OH:20])=[O:19])[C:10]2=[O:25])(=[O:3])=[O:4]. (2) Given the reactants [CH3:1][C:2]1[CH:13]=[CH:12][C:5]2[NH:6][C:7](=[O:11])[O:8][C:9](=[O:10])[C:4]=2[CH:3]=1.[H-].[Na+].Br.Br[CH2:18][C:19]1[CH:24]=[CH:23][CH:22]=[CH:21][N:20]=1, predict the reaction product. The product is: [CH3:1][C:2]1[CH:13]=[CH:12][C:5]2[N:6]([CH2:18][C:19]3[CH:24]=[CH:23][CH:22]=[CH:21][N:20]=3)[C:7](=[O:11])[O:8][C:9](=[O:10])[C:4]=2[CH:3]=1. (3) Given the reactants [NH2:1][C:2]1[CH:7]=[C:6]([O:8][C:9]2[C:14]([F:15])=[CH:13][C:12]([NH:16][C:17]([C:19]3([C:22]([NH:24][C:25]4[CH:30]=[CH:29][C:28]([F:31])=[CH:27][CH:26]=4)=[O:23])[CH2:21][CH2:20]3)=[O:18])=[C:11]([F:32])[CH:10]=2)[CH:5]=[CH:4][N:3]=1.[CH2:33]([N:35]([CH2:38][CH3:39])[CH2:36]C)C.ClC(OC1C=CC=CC=1)=[O:42].C(=O)([O-])O.[Na+], predict the reaction product. The product is: [N:35]1([C:33]([NH:1][C:2]2[CH:7]=[C:6]([O:8][C:9]3[C:14]([F:15])=[CH:13][C:12]([NH:16][C:17]([C:19]4([C:22]([NH:24][C:25]5[CH:26]=[CH:27][C:28]([F:31])=[CH:29][CH:30]=5)=[O:23])[CH2:21][CH2:20]4)=[O:18])=[C:11]([F:32])[CH:10]=3)[CH:5]=[CH:4][N:3]=2)=[O:42])[CH2:36][CH2:39][CH2:38]1.